This data is from Full USPTO retrosynthesis dataset with 1.9M reactions from patents (1976-2016). The task is: Predict the reactants needed to synthesize the given product. (1) Given the product [Cl:1][C:2]1[CH:7]=[C:6]([O:8][C:9]2[C:14]([CH3:15])=[CH:13][C:12]([NH2:16])=[N:11][CH:10]=2)[CH:5]=[CH:4][N:3]=1, predict the reactants needed to synthesize it. The reactants are: [Cl:1][C:2]1[CH:7]=[C:6]([O:8][C:9]2[CH:10]=[N:11][C:12]([N+:16]([O-])=O)=[CH:13][C:14]=2[CH3:15])[CH:5]=[CH:4][N:3]=1.[Cl-].[NH4+]. (2) Given the product [CH3:12][O:2][C:1]([C:4]1[CH:11]=[CH:10][C:7]([CH:8]=[O:9])=[CH:6][CH:5]=1)=[O:3], predict the reactants needed to synthesize it. The reactants are: [C:1]([C:4]1[CH:11]=[CH:10][C:7]([CH:8]=[O:9])=[CH:6][CH:5]=1)([OH:3])=[O:2].[C:12](Cl)(=O)C. (3) Given the product [C:3]([OH:14])(=[O:12])[CH:4]=[CH:5][C:6]1[CH:11]=[CH:10][CH:9]=[CH:8][CH:7]=1, predict the reactants needed to synthesize it. The reactants are: O=O.[CH2:3]([OH:12])[CH:4]=[CH:5][C:6]1[CH:11]=[CH:10][CH:9]=[CH:8][CH:7]=1.C(=O)([O-])[O-:14].[K+].[K+].